Dataset: Full USPTO retrosynthesis dataset with 1.9M reactions from patents (1976-2016). Task: Predict the reactants needed to synthesize the given product. (1) Given the product [Cl:1][CH2:2][C:3]([N:5]1[C@@H:12]([C:13]#[C:14][CH3:15])[CH2:11][CH2:10][C@H:6]1[C:7]#[N:9])=[O:4], predict the reactants needed to synthesize it. The reactants are: [Cl:1][CH2:2][C:3]([N:5]1[C@@H:12]([C:13]#[C:14][CH3:15])[CH2:11][CH2:10][C@H:6]1[C:7]([NH2:9])=O)=[O:4].N1C=CN=C1.O=P(Cl)(Cl)Cl. (2) Given the product [NH4+:10].[OH-:12].[CH2:26]([O:25][C:23]([C:2]1[CH:7]=[CH:6][C:5]([C@@H:8]([NH:10][S@@:11]([C:13]([CH3:16])([CH3:15])[CH3:14])=[O:12])[CH3:9])=[C:4]([F:17])[CH:3]=1)=[CH2:24])[CH3:27], predict the reactants needed to synthesize it. The reactants are: Br[C:2]1[CH:7]=[CH:6][C:5]([C@@H:8]([NH:10][S@@:11]([C:13]([CH3:16])([CH3:15])[CH3:14])=[O:12])[CH3:9])=[C:4]([F:17])[CH:3]=1.C([Sn](CCCC)(CCCC)[C:23]([O:25][CH2:26][CH3:27])=[CH2:24])CCC.C(N(CC)CC)C.C(Cl)Cl. (3) Given the product [I:1][C:2]1[C:10]2[C:5](=[CH:6][CH:7]=[C:8]([S:11]([CH3:14])(=[O:12])=[O:13])[CH:9]=2)[N:4]([CH3:15])[N:3]=1, predict the reactants needed to synthesize it. The reactants are: [I:1][C:2]1[C:10]2[C:5](=[CH:6][CH:7]=[C:8]([S:11]([CH3:14])(=[O:13])=[O:12])[CH:9]=2)[NH:4][N:3]=1.[CH3:15]C([O-])(C)C.[K+].IC. (4) Given the product [Cl:37][C:38]([Cl:42])([Cl:41])[C:39](=[NH:40])[O:17][CH:15]([C:6]1[C:5]2[C:10](=[C:2]([Br:1])[N:3]([CH2:18][O:19][CH2:20][CH2:21][Si:22]([CH3:24])([CH3:23])[CH3:25])[N:4]=2)[CH:9]=[C:8]([C:11]([F:14])([F:13])[F:12])[CH:7]=1)[CH3:16], predict the reactants needed to synthesize it. The reactants are: [Br:1][C:2]1[N:3]([CH2:18][O:19][CH2:20][CH2:21][Si:22]([CH3:25])([CH3:24])[CH3:23])[N:4]=[C:5]2[C:10]=1[CH:9]=[C:8]([C:11]([F:14])([F:13])[F:12])[CH:7]=[C:6]2[CH:15]([OH:17])[CH3:16].N12CCCN=C1CCCCC2.[Cl:37][C:38]([Cl:42])([Cl:41])[C:39]#[N:40]. (5) Given the product [Cl:1][C:2]1[CH:3]=[C:4]([CH2:52][O:53][CH:45]2[CH2:42][N:41]([S:47]([CH3:46])(=[O:49])=[O:48])[CH2:44]2)[CH:21]=[CH:22][C:23]=1[O:24][CH:25]1[CH2:30][CH2:29][N:28]([C:31]2[N:36]=[CH:35][C:34]([CH2:37][CH3:38])=[CH:33][N:32]=2)[CH2:27][CH2:26]1, predict the reactants needed to synthesize it. The reactants are: [Cl:1][C:2]1[CH:3]=[C:4]([CH:21]=[CH:22][C:23]=1[O:24][CH:25]1[CH2:30][CH2:29][N:28]([C:31]2[N:36]=[CH:35][C:34]([CH2:37][CH3:38])=[CH:33][N:32]=2)[CH2:27][CH2:26]1)CN1CC(NC(=O)OCC2C=CC=CC=2)C1.CC[N:41]([CH2:44][CH3:45])[CH2:42]C.[CH3:46][S:47](Cl)(=[O:49])=[O:48].C[CH2:52][OH:53]. (6) Given the product [Br:1][C:2]1[N:3]=[C:4]([C:7]2[N:14]([CH:12]3[CH2:11][CH2:17]3)[CH:16]=[N:10][N:9]=2)[S:5][CH:6]=1, predict the reactants needed to synthesize it. The reactants are: [Br:1][C:2]1[N:3]=[C:4]([C:7]([NH:9][NH2:10])=O)[S:5][CH:6]=1.[CH3:11][C:12]([N:14]([CH3:16])C)=O.[CH:17]1(N)CC1.CC(O)=O.